From a dataset of Reaction yield outcomes from USPTO patents with 853,638 reactions. Predict the reaction yield, written as a fraction of the theoretical maximum amount of product (1.0 means a 100% yield; for example, 0.34 means a 34% yield). (1) The reactants are [CH3:1][O:2][C:3]1[CH:4]=[C:5]2[C:10](=[CH:11][C:12]=1[O:13][CH3:14])[N:9]=[CH:8][CH:7]=[C:6]2[O:15][C:16]1[CH:21]=[CH:20][C:19]([N+:22]([O-])=O)=[CH:18][N:17]=1.C1COCC1.CO. The catalyst is CN(C=O)C. The product is [CH3:1][O:2][C:3]1[CH:4]=[C:5]2[C:10](=[CH:11][C:12]=1[O:13][CH3:14])[N:9]=[CH:8][CH:7]=[C:6]2[O:15][C:16]1[N:17]=[CH:18][C:19]([NH2:22])=[CH:20][CH:21]=1. The yield is 0.981. (2) The reactants are [Br:1][C:2]1[C:3](=[O:29])[N:4]([C:19]2[CH:20]=[C:21]([CH:25]=[CH:26][C:27]=2[CH3:28])[C:22]([NH2:24])=O)[C:5]([CH3:18])=[CH:6][C:7]=1[O:8][CH2:9][C:10]1[CH:15]=[CH:14][C:13]([F:16])=[CH:12][C:11]=1[F:17].B.C1COCC1.[ClH:36]. The catalyst is C1COCC1. The product is [ClH:36].[NH2:24][CH2:22][C:21]1[CH:25]=[CH:26][C:27]([CH3:28])=[C:19]([N:4]2[C:5]([CH3:18])=[CH:6][C:7]([O:8][CH2:9][C:10]3[CH:15]=[CH:14][C:13]([F:16])=[CH:12][C:11]=3[F:17])=[C:2]([Br:1])[C:3]2=[O:29])[CH:20]=1. The yield is 0.530.